From a dataset of Full USPTO retrosynthesis dataset with 1.9M reactions from patents (1976-2016). Predict the reactants needed to synthesize the given product. (1) Given the product [Cl:1][C:2]1[CH:26]=[CH:25][C:24]([Cl:27])=[CH:23][C:3]=1[O:4][C:5]1[C:6]([C:11]([NH:38][C:36]2[CH:35]=[CH:34][CH:33]=[C:32]3[C:37]=2[NH:28][CH2:29][CH2:30][CH2:31]3)=[O:12])=[CH:7][N:8]=[CH:9][CH:10]=1, predict the reactants needed to synthesize it. The reactants are: [Cl:1][C:2]1[CH:26]=[CH:25][C:24]([Cl:27])=[CH:23][C:3]=1[O:4][C:5]1[CH:10]=[CH:9][N:8]=[CH:7][C:6]=1[C:11](N1C2C(=CC=CC=2)CCC1)=[O:12].[NH:28]1[C:37]2[C:32](=[CH:33][CH:34]=[CH:35][C:36]=2[NH2:38])[CH2:31][CH2:30][CH2:29]1. (2) Given the product [Cl:1][C:2]1[CH:3]=[C:4]([NH:19][C:20]2[C:21]3[N:28]([CH2:29][C:30]([OH:32])=[O:31])[CH:27]=[CH:26][C:22]=3[N:23]=[CH:24][N:25]=2)[CH:5]=[CH:6][C:7]=1[O:8][C:9]1[CH:14]=[CH:13][CH:12]=[C:11]([C:15]([F:16])([F:18])[F:17])[CH:10]=1, predict the reactants needed to synthesize it. The reactants are: [Cl:1][C:2]1[CH:3]=[C:4]([NH:19][C:20]2[C:21]3[N:28]([CH2:29][C:30]([O:32]CC)=[O:31])[CH:27]=[CH:26][C:22]=3[N:23]=[CH:24][N:25]=2)[CH:5]=[CH:6][C:7]=1[O:8][C:9]1[CH:14]=[CH:13][CH:12]=[C:11]([C:15]([F:18])([F:17])[F:16])[CH:10]=1.Cl. (3) The reactants are: [F:1][C:2]1[CH:7]=[CH:6][C:5]([NH:8][C:9](=[NH:20])[CH2:10][C:11]([C:13]2[CH:18]=[CH:17][C:16]([F:19])=[CH:15][CH:14]=2)=[O:12])=[CH:4][CH:3]=1.[C:21](OC)(=[O:24])[C:22]#[CH:23]. Given the product [NH2:20][C:9]1[N:8]([C:5]2[CH:4]=[CH:3][C:2]([F:1])=[CH:7][CH:6]=2)[C:21](=[O:24])[CH:22]=[CH:23][C:10]=1[C:11](=[O:12])[C:13]1[CH:14]=[CH:15][C:16]([F:19])=[CH:17][CH:18]=1, predict the reactants needed to synthesize it. (4) Given the product [CH2:1]([S:8]([NH:11][C:12]([CH:14]1[CH2:19][CH2:18][N:17]([C:20]2[C:30]([C:31]#[N:32])=[CH:29][C:23]([C:24]([OH:26])=[O:25])=[C:22]([CH2:33][N:34]3[CH2:38][CH2:37][CH2:36][C:35]3=[O:39])[N:21]=2)[CH2:16][CH2:15]1)=[O:13])(=[O:9])=[O:10])[C:2]1[CH:7]=[CH:6][CH:5]=[CH:4][CH:3]=1, predict the reactants needed to synthesize it. The reactants are: [CH2:1]([S:8]([NH:11][C:12]([CH:14]1[CH2:19][CH2:18][N:17]([C:20]2[C:30]([C:31]#[N:32])=[CH:29][C:23]([C:24]([O:26]CC)=[O:25])=[C:22]([CH2:33][N:34]3[CH2:38][CH2:37][CH2:36][C:35]3=[O:39])[N:21]=2)[CH2:16][CH2:15]1)=[O:13])(=[O:10])=[O:9])[C:2]1[CH:7]=[CH:6][CH:5]=[CH:4][CH:3]=1.CC(O)C.[OH-].[Na+].C(O)(=O)C.